Dataset: Reaction yield outcomes from USPTO patents with 853,638 reactions. Task: Predict the reaction yield, written as a fraction of the theoretical maximum amount of product (1.0 means a 100% yield; for example, 0.34 means a 34% yield). (1) The reactants are CC1(C)C(C)(C)OB([C:9]2[CH:14]=[CH:13][C:12]([C:15]3([C:20]#[N:21])[CH2:19][CH2:18][CH2:17][CH2:16]3)=[CH:11][CH:10]=2)O1.[NH2:23][C:24]1[C:25]([C:31]2[CH:32]=[C:33]3[C:38](=[CH:39][CH:40]=2)[C:37](=[O:41])[NH:36][CH2:35][CH2:34]3)=[N:26][C:27](Br)=[CH:28][N:29]=1. No catalyst specified. The product is [NH2:23][C:24]1[N:29]=[CH:28][C:27]([C:9]2[CH:10]=[CH:11][C:12]([C:15]3([C:20]#[N:21])[CH2:16][CH2:17][CH2:18][CH2:19]3)=[CH:13][CH:14]=2)=[N:26][C:25]=1[C:31]1[CH:32]=[C:33]2[C:38](=[CH:39][CH:40]=1)[C:37](=[O:41])[NH:36][CH2:35][CH2:34]2. The yield is 0.440. (2) The reactants are [CH2:1]([C:3]1[S:7][C:6]([C:8]([O:10]C)=[O:9])=[CH:5][C:4]=1[C:12]1[N:16]([CH3:17])[N:15]=[CH:14][CH:13]=1)[CH3:2].[OH-].[Na+]. The catalyst is O1CCCC1. The product is [CH2:1]([C:3]1[S:7][C:6]([C:8]([OH:10])=[O:9])=[CH:5][C:4]=1[C:12]1[N:16]([CH3:17])[N:15]=[CH:14][CH:13]=1)[CH3:2]. The yield is 1.00. (3) The reactants are [CH:1]12[CH2:7][CH:4]([CH2:5][CH2:6]1)[CH2:3][CH:2]2[C:8](=[NH:22])[NH:9][C:10]1[CH:11]=[C:12]([CH:17]=[CH:18][C:19]=1[O:20][CH3:21])[C:13]([O:15][CH3:16])=[O:14].[O-]Cl.[Na+]. No catalyst specified. The product is [CH:1]12[CH2:7][CH:4]([CH2:5][CH2:6]1)[CH2:3][CH:2]2[C:8]1[NH:9][C:10]2[C:19]([O:20][CH3:21])=[CH:18][CH:17]=[C:12]([C:13]([O:15][CH3:16])=[O:14])[C:11]=2[N:22]=1. The yield is 0.360. (4) The reactants are [I:1]Cl.[CH3:3][N:4]1[CH:8]=[C:7]([C:9]2[CH:14]=[CH:13][N:12]=[C:11]3[N:15]([S:22]([C:25]4[CH:30]=[CH:29][CH:28]=[CH:27][CH:26]=4)(=[O:24])=[O:23])[C:16]([Si](C)(C)C)=[CH:17][C:10]=23)[C:6]([C:31]2[CH:36]=[CH:35][C:34]([N+:37]([O-:39])=[O:38])=[CH:33][CH:32]=2)=[N:5]1. The catalyst is C(#N)C. The product is [I:1][C:16]1[N:15]([S:22]([C:25]2[CH:30]=[CH:29][CH:28]=[CH:27][CH:26]=2)(=[O:24])=[O:23])[C:11]2=[N:12][CH:13]=[CH:14][C:9]([C:7]3[C:6]([C:31]4[CH:36]=[CH:35][C:34]([N+:37]([O-:39])=[O:38])=[CH:33][CH:32]=4)=[N:5][N:4]([CH3:3])[CH:8]=3)=[C:10]2[CH:17]=1. The yield is 0.530. (5) The reactants are [CH2:1]([N:8]([CH3:17])[C:9]1[CH:10]=[C:11]([NH2:16])[CH:12]=[CH:13][C:14]=1[CH3:15])[C:2]1[CH:7]=[CH:6][CH:5]=[CH:4][CH:3]=1.[OH:18][C:19]1[CH:24]=[CH:23][N:22]=[C:21](SC)[N:20]=1. The catalyst is CO. The product is [CH2:1]([N:8]([CH3:17])[C:9]1[CH:10]=[C:11]([NH:16][C:21]2[N:20]=[C:19]([OH:18])[CH:24]=[CH:23][N:22]=2)[CH:12]=[CH:13][C:14]=1[CH3:15])[C:2]1[CH:7]=[CH:6][CH:5]=[CH:4][CH:3]=1. The yield is 0.290. (6) The reactants are Br[CH2:2][C:3]([C:5]1[CH:6]=[C:7]([CH:12]=[CH:13][CH:14]=1)[C:8]([O:10][CH3:11])=[O:9])=[O:4].[C:15]([O:19][C:20]([N:22]1[CH2:27][CH2:26][CH2:25][CH:24]([C:28]2[CH:33]=[CH:32][CH:31]=[CH:30][CH:29]=2)[CH:23]1[C:34]([OH:36])=[O:35])=[O:21])([CH3:18])([CH3:17])[CH3:16].C(=O)([O-])[O-].[Cs+].[Cs+]. The catalyst is CN(C=O)C.C(OCC)(=O)C. The product is [C:28]1([CH:24]2[CH2:25][CH2:26][CH2:27][N:22]([C:20]([O:19][C:15]([CH3:16])([CH3:17])[CH3:18])=[O:21])[CH:23]2[C:34]([O:36][CH2:2][C:3]([C:5]2[CH:14]=[CH:13][CH:12]=[C:7]([C:8]([O:10][CH3:11])=[O:9])[CH:6]=2)=[O:4])=[O:35])[CH:29]=[CH:30][CH:31]=[CH:32][CH:33]=1. The yield is 1.00. (7) The product is [NH2:1][C:2]1[N:7]=[CH:6][N:5]=[C:4]2[N:8]([C@@H:24]3[CH2:29][CH2:28][CH2:27][N:26]([C:30]([C:31](=[CH:37][CH:38]4[CH2:40][CH2:39]4)[C:32]#[N:33])=[O:34])[CH2:25]3)[N:9]=[C:10]([C:11]3[CH:12]=[CH:13][C:14]([O:17][C:18]4[CH:19]=[CH:20][CH:21]=[CH:22][CH:23]=4)=[CH:15][CH:16]=3)[C:3]=12. The reactants are [NH2:1][C:2]1[N:7]=[CH:6][N:5]=[C:4]2[N:8]([CH:24]3[CH2:29][CH2:28][CH2:27][N:26]([C:30](=[O:34])[CH2:31][C:32]#[N:33])[CH2:25]3)[N:9]=[C:10]([C:11]3[CH:16]=[CH:15][C:14]([O:17][C:18]4[CH:23]=[CH:22][CH:21]=[CH:20][CH:19]=4)=[CH:13][CH:12]=3)[C:3]=12.N1[CH2:40][CH2:39][CH2:38][CH2:37]C1.C1(C=O)CC1. The yield is 0.640. The catalyst is CO. (8) The yield is 0.910. The product is [NH2:7][CH2:10][C:11]1[CH:19]=[CH:18][CH:17]=[C:16]2[C:12]=1[CH:13]=[N:14][N:15]2[CH:20]1[CH2:25][CH2:24][CH2:23][CH2:22][O:21]1. The reactants are [H-].[Al+3].[Li+].[H-].[H-].[H-].[N:7]([CH2:10][C:11]1[CH:19]=[CH:18][CH:17]=[C:16]2[C:12]=1[CH:13]=[N:14][N:15]2[CH:20]1[CH2:25][CH2:24][CH2:23][CH2:22][O:21]1)=[N+]=[N-]. The catalyst is O1CCCC1. (9) The reactants are [C:1]([O:5][C:6]([N:8]1[CH2:13][CH2:12][N:11]2[C:14]([C:20]([F:23])([F:22])[F:21])=[N:15][C:16]([C:17]([OH:19])=[O:18])=[C:10]2[CH2:9]1)=[O:7])([CH3:4])([CH3:3])[CH3:2].[CH3:24]N(C)CCN(C)C.C([Li])CCC.IC.[Cl-].[NH4+].Cl. The catalyst is C1(C)C=CC=CC=1.O1CCCC1.O. The product is [C:1]([O:5][C:6]([N:8]1[CH2:13][CH2:12][N:11]2[C:14]([C:20]([F:21])([F:22])[F:23])=[N:15][C:16]([C:17]([OH:19])=[O:18])=[C:10]2[CH:9]1[CH3:24])=[O:7])([CH3:4])([CH3:2])[CH3:3]. The yield is 0.243.